This data is from Catalyst prediction with 721,799 reactions and 888 catalyst types from USPTO. The task is: Predict which catalyst facilitates the given reaction. (1) Reactant: [NH2:1][C@H:2]([CH3:22])[CH2:3][O:4][C:5]1[C:20](Br)=[CH:19][C:8]2[CH2:9][CH2:10][N:11]([C:14]([O:16][CH2:17][CH3:18])=[O:15])[CH2:12][CH2:13][C:7]=2[CH:6]=1.CC(C)([O-])C.[Na+].C1(P(C2C=CC=CC=2)C2C=CC3C(=CC=CC=3)C=2C2C3C(=CC=CC=3)C=CC=2P(C2C=CC=CC=2)C2C=CC=CC=2)C=CC=CC=1. Product: [CH3:22][C@@H:2]1[CH2:3][O:4][C:5]2[C:20](=[CH:19][C:8]3[CH2:9][CH2:10][N:11]([C:14]([O:16][CH2:17][CH3:18])=[O:15])[CH2:12][CH2:13][C:7]=3[CH:6]=2)[NH:1]1. The catalyst class is: 101. (2) Reactant: [C:1]([NH:9][CH2:10][CH2:11][N:12]([CH2:25][CH2:26][C:27]1[CH:32]=[CH:31][C:30]([Cl:33])=[CH:29][CH:28]=1)[CH:13]1[CH2:18][CH2:17][N:16](C(OCC=C)=O)[CH2:15][CH2:14]1)(=[O:8])[C:2]1[CH:7]=[CH:6][CH:5]=[CH:4][CH:3]=1.C1([SiH3])C=CC=CC=1. Product: [Cl:33][C:30]1[CH:29]=[CH:28][C:27]([CH2:26][CH2:25][N:12]([CH:13]2[CH2:14][CH2:15][NH:16][CH2:17][CH2:18]2)[CH2:11][CH2:10][NH:9][C:1](=[O:8])[C:2]2[CH:7]=[CH:6][CH:5]=[CH:4][CH:3]=2)=[CH:32][CH:31]=1. The catalyst class is: 2. (3) Reactant: [NH2:1][C@H:2]([CH2:18][C:19]1[CH:24]=[CH:23][C:22]([CH2:25][CH3:26])=[C:21]([CH2:27][CH3:28])[CH:20]=1)[C:3]([N:5]1[CH2:10][CH2:9][N:8]([CH:11]2[CH2:16][CH2:15][N:14]([CH3:17])[CH2:13][CH2:12]2)[CH2:7][CH2:6]1)=[O:4].C(Cl)Cl.[NH:32]1[CH2:37][CH2:36][CH:35]([N:38]2[CH2:44][CH2:43][C:42]3[CH:45]=[CH:46][CH:47]=[CH:48][C:41]=3[NH:40][C:39]2=[O:49])[CH2:34][CH2:33]1. Product: [CH2:27]([C:21]1[CH:20]=[C:19]([CH:24]=[CH:23][C:22]=1[CH2:25][CH3:26])[CH2:18][C@@H:2]([NH:1]/[C:35](=[N:38]/[C:39]#[N:40])/[N:32]1[CH2:33][CH2:34][CH:35]([N:38]2[CH2:44][CH2:43][C:42]3[CH:45]=[CH:46][CH:47]=[CH:48][C:41]=3[NH:40][C:39]2=[O:49])[CH2:36][CH2:37]1)[C:3]([N:5]1[CH2:10][CH2:9][N:8]([CH:11]2[CH2:16][CH2:15][N:14]([CH3:17])[CH2:13][CH2:12]2)[CH2:7][CH2:6]1)=[O:4])[CH3:28]. The catalyst class is: 10. (4) Reactant: [C:1]([N:4]([C:8]1[C:9]2[CH:30]=[C:29]3[C:24]([CH2:25][CH2:26][CH2:27][CH2:28]3)=[CH:23][C:10]=2[O:11][C:12]=1[C:13](=[O:22])[C:14]1[CH:19]=[CH:18][C:17]([Cl:20])=[CH:16][C:15]=1[Cl:21])C(=O)C)(=[O:3])[CH3:2].[OH-].[Na+].C(OCC)(=O)C.CCCCCC. Product: [Cl:21][C:15]1[CH:16]=[C:17]([Cl:20])[CH:18]=[CH:19][C:14]=1[C:13]([C:12]1[O:11][C:10]2[CH:23]=[C:24]3[C:29](=[CH:30][C:9]=2[C:8]=1[NH:4][C:1](=[O:3])[CH3:2])[CH2:28][CH2:27][CH2:26][CH2:25]3)=[O:22]. The catalyst class is: 56. (5) Reactant: [N:1]1[C:10]2[C:5](=[CH:6][CH:7]=[N:8][C:9]=2[NH2:11])[CH:4]=[CH:3][CH:2]=1.[C:12]1([CH3:25])[CH:17]=[C:16]([CH3:18])[CH:15]=[C:14]([CH3:19])[C:13]=1[S:20]([O:23][NH2:24])(=[O:22])=[O:21]. Product: [NH:11]=[C:9]1[C:10]2[N:1]=[CH:2][CH:3]=[CH:4][C:5]=2[CH:6]=[CH:7][N:8]1[NH2:24].[CH3:19][C:14]1[CH:15]=[C:16]([CH3:18])[CH:17]=[C:12]([CH3:25])[C:13]=1[S:20]([O-:23])(=[O:22])=[O:21]. The catalyst class is: 2.